From a dataset of Forward reaction prediction with 1.9M reactions from USPTO patents (1976-2016). Predict the product of the given reaction. (1) Given the reactants C1CCN2C(=NCCC2)CC1.[C:12]([N:31]1[CH:35]=[C:34]([CH:36]=O)[N:33]=[CH:32]1)([C:25]1[CH:30]=[CH:29][CH:28]=[CH:27][CH:26]=1)([C:19]1[CH:24]=[CH:23][CH:22]=[CH:21][CH:20]=1)[C:13]1[CH:18]=[CH:17][CH:16]=[CH:15][CH:14]=1.[Br-].[O:39]=[C:40]1[C:48]2[C:43](=[CH:44][CH:45]=[CH:46][CH:47]=2)[C:42](=[O:49])[N:41]1[CH2:50][CH2:51][CH2:52][CH2:53][P+](C1C=CC=CC=1)(C1C=CC=CC=1)C1C=CC=CC=1.C(O)(=O)CC(CC(O)=O)(C(O)=O)O, predict the reaction product. The product is: [C:12]([N:31]1[CH:35]=[C:34]([CH:36]=[CH:53][CH2:52][CH2:51][CH2:50][N:41]2[C:42](=[O:49])[C:43]3[C:48](=[CH:47][CH:46]=[CH:45][CH:44]=3)[C:40]2=[O:39])[N:33]=[CH:32]1)([C:19]1[CH:20]=[CH:21][CH:22]=[CH:23][CH:24]=1)([C:25]1[CH:30]=[CH:29][CH:28]=[CH:27][CH:26]=1)[C:13]1[CH:18]=[CH:17][CH:16]=[CH:15][CH:14]=1. (2) The product is: [CH3:27][NH:29][C:24]([CH:20]1[CH2:21][C:22](=[O:23])[N:18]([C:3]2[CH:4]=[C:5]([F:17])[C:6]([O:8][CH2:9][C:10]3[CH:15]=[CH:14][CH:13]=[C:12]([F:16])[CH:11]=3)=[CH:7][C:2]=2[F:1])[CH2:19]1)=[O:26]. Given the reactants [F:1][C:2]1[CH:7]=[C:6]([O:8][CH2:9][C:10]2[CH:15]=[CH:14][CH:13]=[C:12]([F:16])[CH:11]=2)[C:5]([F:17])=[CH:4][C:3]=1[N:18]1[C:22](=[O:23])[CH2:21][CH:20]([C:24]([OH:26])=O)[CH2:19]1.[C:27](N1C=CN=C1)([N:29]1C=CN=C1)=O.CN, predict the reaction product. (3) Given the reactants Cl[C:2]1[C:7]([CH:8]=[O:9])=[C:6]([N:10]2[CH2:23][CH2:22][N:13]3[C:14]4[CH2:15][CH2:16][CH2:17][CH2:18][C:19]=4[C:20]([F:21])=[C:12]3[C:11]2=[O:24])[N:5]=[CH:4][CH:3]=1.[CH3:25][N:26]1[CH:31]=[C:30](B2OC(C)(C)C(C)(C)O2)[CH:29]=[C:28]([NH:41][C:42]2[CH:47]=[CH:46][N:45]=[C:44]([CH3:48])[N:43]=2)[C:27]1=[O:49].C([O-])(=O)C.[Na+].[O-]P([O-])([O-])=O.[K+].[K+].[K+], predict the reaction product. The product is: [F:21][C:20]1[C:19]2[CH2:18][CH2:17][CH2:16][CH2:15][C:14]=2[N:13]2[CH2:22][CH2:23][N:10]([C:6]3[N:5]=[CH:4][CH:3]=[C:2]([C:30]4[CH:29]=[C:28]([NH:41][C:42]5[CH:47]=[CH:46][N:45]=[C:44]([CH3:48])[N:43]=5)[C:27](=[O:49])[N:26]([CH3:25])[CH:31]=4)[C:7]=3[CH:8]=[O:9])[C:11](=[O:24])[C:12]=12. (4) Given the reactants C(Cl)Cl.[C:4]([C:8]1[CH:9]=[C:10]([CH:13]=[CH:14][CH:15]=1)[CH2:11][NH2:12])([CH3:7])([CH3:6])[CH3:5].C(N(CC)CC)C.[N:23]1[CH:28]=[CH:27][CH:26]=[C:25]([S:29](Cl)(=[O:31])=[O:30])[CH:24]=1, predict the reaction product. The product is: [C:4]([C:8]1[CH:9]=[C:10]([CH:13]=[CH:14][CH:15]=1)[CH2:11][NH:12][S:29]([C:25]1[CH:24]=[N:23][CH:28]=[CH:27][CH:26]=1)(=[O:31])=[O:30])([CH3:7])([CH3:5])[CH3:6]. (5) The product is: [CH3:1][O:2][C:3](=[O:29])[C@@H:4]([NH:21][C:22]([O:24][C:25]([CH3:26])([CH3:27])[CH3:28])=[O:23])[CH2:5][C:6]1[CH:7]=[CH:8][C:9]([C:31]2[CH:36]=[CH:35][N:34]=[C:33]([CH3:37])[C:32]=2[CH3:38])=[CH:10][CH:11]=1. Given the reactants [CH3:1][O:2][C:3](=[O:29])[C@@H:4]([NH:21][C:22]([O:24][C:25]([CH3:28])([CH3:27])[CH3:26])=[O:23])[CH2:5][C:6]1[CH:11]=[CH:10][C:9](B2OC(C)(C)C(C)(C)O2)=[CH:8][CH:7]=1.Br[C:31]1[CH:36]=[CH:35][N:34]=[C:33]([CH3:37])[C:32]=1[CH3:38].C([O-])([O-])=O.[Na+].[Na+], predict the reaction product. (6) Given the reactants [CH:1]1([N:4]2[CH2:9][CH2:8][N:7]([C:10]3([C:14]#[N:15])[CH2:13][CH2:12][CH2:11]3)[CH2:6][CH2:5]2)[CH2:3][CH2:2]1.[C:16]1([Li])[CH:21]=[CH:20][CH:19]=[CH:18][CH:17]=1, predict the reaction product. The product is: [CH:1]1([N:4]2[CH2:9][CH2:8][N:7]([C:10]3([CH:14]([NH2:15])[C:16]4[CH:21]=[CH:20][CH:19]=[CH:18][CH:17]=4)[CH2:11][CH2:12][CH2:13]3)[CH2:6][CH2:5]2)[CH2:2][CH2:3]1. (7) The product is: [Br:17][C:10]1[N:5]2[N:4]=[C:3]([CH2:1][CH3:2])[CH:11]=[C:6]2[CH:7]=[CH:8][CH:9]=1. Given the reactants [CH2:1]([C:3]1[CH:11]=[C:6]2[CH:7]=[CH:8][CH:9]=[CH:10][N:5]2[N:4]=1)[CH3:2].C([Li])CCC.[Br:17]C(Cl)(Cl)C(Br)(Cl)Cl.O, predict the reaction product. (8) Given the reactants Br[C:2]1[CH:3]=[C:4]([CH2:10][NH:11][C:12]([C:14]2[CH:19]=[CH:18][CH:17]=[C:16]([C:20]([NH:22][CH2:23][C:24]3[C:25]([NH:37][CH:38]4[CH2:43][CH2:42][O:41][CH2:40][CH2:39]4)=[C:26]4[CH:34]=[N:33][N:32]([CH2:35][CH3:36])[C:27]4=[N:28][C:29]=3[CH2:30][CH3:31])=[O:21])[N:15]=2)=[O:13])[CH:5]=[CH:6][C:7]=1[O:8][CH3:9].[CH3:44][N:45]1[CH2:50][CH2:49][CH:48]([CH2:51][C:52]2[CH:57]=[CH:56][CH:55]=[C:54](B3OC(C)(C)C(C)(C)O3)[CH:53]=2)[CH2:47][CH2:46]1.C([O-])([O-])=O.[Na+].[Na+], predict the reaction product. The product is: [CH2:35]([N:32]1[C:27]2=[N:28][C:29]([CH2:30][CH3:31])=[C:24]([CH2:23][NH:22][C:20]([C:16]3[CH:17]=[CH:18][CH:19]=[C:14]([C:12]([NH:11][CH2:10][C:4]4[CH:3]=[C:2]([C:56]5[CH:55]=[CH:54][CH:53]=[C:52]([CH2:51][CH:48]6[CH2:49][CH2:50][N:45]([CH3:44])[CH2:46][CH2:47]6)[CH:57]=5)[C:7]([O:8][CH3:9])=[CH:6][CH:5]=4)=[O:13])[N:15]=3)=[O:21])[C:25]([NH:37][CH:38]3[CH2:43][CH2:42][O:41][CH2:40][CH2:39]3)=[C:26]2[CH:34]=[N:33]1)[CH3:36]. (9) Given the reactants Br[C:2]1[CH:3]=[CH:4][C:5]([C:8](=[O:10])[CH3:9])=[N:6][CH:7]=1.[CH3:11][O:12][C:13]1[CH:18]=[CH:17][C:16](B(O)O)=[CH:15][CH:14]=1.C([O-])([O-])=O.[Na+].[Na+], predict the reaction product. The product is: [CH3:11][O:12][C:13]1[CH:18]=[CH:17][C:16]([C:2]2[CH:3]=[CH:4][C:5]([C:8](=[O:10])[CH3:9])=[N:6][CH:7]=2)=[CH:15][CH:14]=1. (10) Given the reactants [NH:1]1[C:5]([C:6]2[CH:7]=[C:8]([NH:12][C:13]([C:15]3([CH3:21])[CH2:20][CH2:19][NH:18][CH2:17][CH2:16]3)=[O:14])[CH:9]=[CH:10][CH:11]=2)=[N:4][N:3]=[N:2]1.Cl[C:23]1[C:24]2[C:31]([CH3:32])=[CH:30][NH:29][C:25]=2[N:26]=[CH:27][N:28]=1.C(N(CC)C(C)C)(C)C.C(O)(C)C, predict the reaction product. The product is: [NH:4]1[C:5]([C:6]2[CH:7]=[C:8]([NH:12][C:13]([C:15]3([CH3:21])[CH2:20][CH2:19][N:18]([C:23]4[C:24]5[C:31]([CH3:32])=[CH:30][NH:29][C:25]=5[N:26]=[CH:27][N:28]=4)[CH2:17][CH2:16]3)=[O:14])[CH:9]=[CH:10][CH:11]=2)=[N:1][N:2]=[N:3]1.